From a dataset of Full USPTO retrosynthesis dataset with 1.9M reactions from patents (1976-2016). Predict the reactants needed to synthesize the given product. (1) Given the product [CH2:1]([O:3][C:4]([C:6]1[C:7]([CH3:25])=[N:8][C:9]2[C:14]([C:15]=1[NH2:16])=[C:13]([O:17][CH2:18][CH:19]1[CH2:24][CH2:23][CH2:22][N:21]([C:30](=[O:31])[C:29]3[CH:33]=[CH:34][CH:35]=[C:27]([OH:26])[CH:28]=3)[CH2:20]1)[CH:12]=[CH:11][CH:10]=2)=[O:5])[CH3:2], predict the reactants needed to synthesize it. The reactants are: [CH2:1]([O:3][C:4]([C:6]1[C:7]([CH3:25])=[N:8][C:9]2[C:14]([C:15]=1[NH2:16])=[C:13]([O:17][CH2:18][CH:19]1[CH2:24][CH2:23][CH2:22][NH:21][CH2:20]1)[CH:12]=[CH:11][CH:10]=2)=[O:5])[CH3:2].[OH:26][C:27]1[CH:28]=[C:29]([CH:33]=[CH:34][CH:35]=1)[C:30](O)=[O:31]. (2) The reactants are: [F:1][C:2]1[CH:3]=[C:4]2[C:8](=[CH:9][CH:10]=1)[NH:7][C:6](=[O:11])/[C:5]/2=[CH:12]\[C:13]1[NH:17][C:16]([CH3:18])=[C:15]([C:19]([OH:21])=O)[C:14]=1[CH3:22].Cl.C(N=C=NCCCN(C)C)C.OC1C2N=NNC=2C=CC=1.C(N(CC)CC)C.[NH2:52][C:53]1[CH:58]=[C:57]([F:59])[CH:56]=[CH:55][C:54]=1[NH:60][C:61](=[O:74])[C:62]1[CH:67]=[CH:66][C:65]([NH:68][CH2:69][CH2:70][CH2:71][CH2:72][NH2:73])=[N:64][CH:63]=1. Given the product [NH2:52][C:53]1[CH:58]=[C:57]([F:59])[CH:56]=[CH:55][C:54]=1[NH:60][C:61](=[O:74])[C:62]1[CH:67]=[CH:66][C:65]([NH:68][CH2:69][CH2:70][CH2:71][CH2:72][NH:73][C:19]([C:15]2[C:14]([CH3:22])=[C:13](/[CH:12]=[C:5]3\[C:6](=[O:11])[NH:7][C:8]4[C:4]\3=[CH:3][C:2]([F:1])=[CH:10][CH:9]=4)[NH:17][C:16]=2[CH3:18])=[O:21])=[N:64][CH:63]=1, predict the reactants needed to synthesize it. (3) Given the product [NH2:36][C:31]1[N:32]([CH3:35])[N:33]=[CH:34][C:30]=1[C:17]1[CH:18]=[C:13]([O:12][CH:10]([C:3]2[C:4]([Cl:9])=[CH:5][CH:6]=[C:7]([F:8])[C:2]=2[Cl:1])[CH3:11])[C:14]([NH2:28])=[N:15][CH:16]=1, predict the reactants needed to synthesize it. The reactants are: [Cl:1][C:2]1[C:7]([F:8])=[CH:6][CH:5]=[C:4]([Cl:9])[C:3]=1[CH:10]([O:12][C:13]1[C:14]([NH2:28])=[N:15][CH:16]=[C:17](B2OC(C)(C)C(C)(C)O2)[CH:18]=1)[CH3:11].Br[C:30]1[CH:34]=[N:33][N:32]([CH3:35])[C:31]=1[NH2:36]. (4) Given the product [C:1]([NH:16][CH2:17][CH2:18][NH:19][C:20](=[O:26])[O:21][C:22]([CH3:24])([CH3:23])[CH3:25])(=[O:9])[C:2]1[CH:7]=[CH:6][CH:5]=[N:4][CH:3]=1, predict the reactants needed to synthesize it. The reactants are: [C:1]([OH:9])(=O)[C:2]1[CH:7]=[CH:6][CH:5]=[N:4][CH:3]=1.C(Cl)(=O)C(Cl)=O.[NH2:16][CH2:17][CH2:18][NH:19][C:20](=[O:26])[O:21][C:22]([CH3:25])([CH3:24])[CH3:23].CCN(CC)CC.